This data is from Reaction yield outcomes from USPTO patents with 853,638 reactions. The task is: Predict the reaction yield, written as a fraction of the theoretical maximum amount of product (1.0 means a 100% yield; for example, 0.34 means a 34% yield). (1) The reactants are [C:1]1([CH:7]2[NH:12][CH2:11][CH2:10][N:9]3[CH:13]=[CH:14][CH:15]=[C:8]23)[CH:6]=[CH:5][CH:4]=[CH:3][CH:2]=1.CCN(CC)CC.[C:23]1(=[O:29])[O:28][C:26](=[O:27])[CH2:25][CH2:24]1.CC(=O)OCC.CO. The catalyst is CC#N.CC(=O)OCC. The product is [O:29]=[C:23]([N:12]1[CH2:11][CH2:10][N:9]2[CH:13]=[CH:14][CH:15]=[C:8]2[CH:7]1[C:1]1[CH:2]=[CH:3][CH:4]=[CH:5][CH:6]=1)[CH2:24][CH2:25][C:26]([OH:28])=[O:27]. The yield is 0.440. (2) The reactants are C([O:3][C:4](=[O:23])[C:5]([N:7]([C:14]1[C:19]([CH3:20])=[CH:18][C:17]([CH3:21])=[CH:16][C:15]=1[CH3:22])[C:8]1[CH:13]=[CH:12][CH:11]=[CH:10][CH:9]=1)=[O:6])C.[OH-].[Na+].C(OCC)C. The catalyst is C1COCC1. The product is [C:15]1([CH3:22])[CH:16]=[C:17]([CH3:21])[CH:18]=[C:19]([CH3:20])[C:14]=1[N:7]([C:8]1[CH:13]=[CH:12][CH:11]=[CH:10][CH:9]=1)[C:5](=[O:6])[C:4]([OH:23])=[O:3]. The yield is 0.990. (3) The reactants are [CH:1](=[N:8]/[C:9]1[CH:14]=[CH:13][CH:12]=[CH:11][C:10]=1[O:15][CH3:16])\[C:2]1[CH:7]=[CH:6][CH:5]=[CH:4][CH:3]=1.[CH:17]([Mg]Cl)([CH3:19])[CH3:18].[NH4+].[Cl-]. The catalyst is C1COCC1. The product is [CH3:16][O:15][C:10]1[CH:11]=[CH:12][CH:13]=[CH:14][C:9]=1[NH:8][CH:1]([C:2]1[CH:3]=[CH:4][CH:5]=[CH:6][CH:7]=1)[CH:17]([CH3:19])[CH3:18]. The yield is 0.280. (4) The reactants are [B:10]1([B:10]2[O:14][C:13]([CH3:16])([CH3:15])[C:12]([CH3:18])([CH3:17])[O:11]2)[O:14][C:13]([CH3:16])([CH3:15])[C:12]([CH3:18])([CH3:17])[O:11]1.C([O-])(=O)C.[K+].[C:24]([C:26]1[S:27][CH:28]=[CH:29][C:30]=1[C:31]1[CH:32]=[C:33](OS(C(F)(F)F)(=O)=O)[CH:34]=[CH:35][CH:36]=1)#[N:25]. The catalyst is C1C=CC(P(C2C=CC=CC=2)[C-]2C=CC=C2)=CC=1.C1C=CC(P(C2C=CC=CC=2)[C-]2C=CC=C2)=CC=1.Cl[Pd]Cl.[Fe+2].O1CCOCC1. The product is [CH3:16][C:13]1([CH3:15])[C:12]([CH3:17])([CH3:18])[O:11][B:10]([C:33]2[CH:32]=[C:31]([C:30]3[CH:29]=[CH:28][S:27][C:26]=3[C:24]#[N:25])[CH:36]=[CH:35][CH:34]=2)[O:14]1. The yield is 1.00. (5) The reactants are S(Cl)(Cl)=O.[NH2:5][C:6]([C:11]1[S:12][CH:13]=[CH:14][CH:15]=1)([CH3:10])[C:7]([OH:9])=[O:8].[CH2:16](O)[CH3:17]. No catalyst specified. The product is [NH2:5][C:6]([C:11]1[S:12][CH:13]=[CH:14][CH:15]=1)([CH3:10])[C:7]([O:9][CH2:16][CH3:17])=[O:8]. The yield is 0.860. (6) The reactants are Cl.C(OC(=O)[NH:8][CH2:9][C@@H:10]1[CH2:15][CH2:14][CH2:13][N:12]([CH2:16][C:17]2[CH:22]=[CH:21][C:20]([C:23](=[O:38])[NH:24][CH2:25][C:26]3[CH:31]=[C:30]([Cl:32])[CH:29]=[CH:28][C:27]=3[S:33]([CH2:36][CH3:37])(=[O:35])=[O:34])=[CH:19][C:18]=2[C:39]([F:42])([F:41])[F:40])[CH2:11]1)(C)(C)C.[OH-].[Na+]. The catalyst is C(OCC)(=O)C. The product is [NH2:8][CH2:9][C@@H:10]1[CH2:15][CH2:14][CH2:13][N:12]([CH2:16][C:17]2[CH:22]=[CH:21][C:20]([C:23]([NH:24][CH2:25][C:26]3[CH:31]=[C:30]([Cl:32])[CH:29]=[CH:28][C:27]=3[S:33]([CH2:36][CH3:37])(=[O:35])=[O:34])=[O:38])=[CH:19][C:18]=2[C:39]([F:40])([F:42])[F:41])[CH2:11]1. The yield is 0.830. (7) The reactants are [C:1]1([C:16]2[CH:21]=[CH:20][CH:19]=[CH:18][CH:17]=2)[CH:6]=[CH:5][C:4]([CH:7]([NH:14][CH3:15])[CH2:8][N:9]2[CH2:13][CH2:12][CH2:11][CH2:10]2)=[CH:3][CH:2]=1.[Cl:22][C:23]1[CH:24]=[C:25]([N:30]([CH3:35])[CH2:31][C:32]([OH:34])=O)[CH:26]=[CH:27][C:28]=1[Cl:29].C(N(CC)CC)C. The catalyst is ClCCl. The product is [C:1]1([C:16]2[CH:17]=[CH:18][CH:19]=[CH:20][CH:21]=2)[CH:6]=[CH:5][C:4]([CH:7]([N:14]([CH3:15])[C:32](=[O:34])[CH2:31][N:30]([C:25]2[CH:26]=[CH:27][C:28]([Cl:29])=[C:23]([Cl:22])[CH:24]=2)[CH3:35])[CH2:8][N:9]2[CH2:13][CH2:12][CH2:11][CH2:10]2)=[CH:3][CH:2]=1. The yield is 0.580. (8) The reactants are [CH3:1][O:2][C:3]([C:5]1(Br)[CH:14]=[C:13]([O:15][CH2:16][O:17][CH2:18][CH2:19][Si:20]([CH3:23])([CH3:22])[CH3:21])[C:12]2[C:7](=[CH:8][CH:9]=[C:10]([O:24][CH3:25])[CH:11]=2)[NH:6]1)=[O:4].[CH3:27][N:28]1[CH2:34][CH2:33][CH2:32][NH:31][CH2:30][CH2:29]1.C1C=CC(P(C2C(C3C(P(C4C=CC=CC=4)C4C=CC=CC=4)=CC=C4C=3C=CC=C4)=C3C(C=CC=C3)=CC=2)C2C=CC=CC=2)=CC=1.C(=O)([O-])[O-].[Cs+].[Cs+]. The catalyst is C1(C)C=CC=CC=1. The product is [CH3:1][O:2][C:3]([C:5]1[CH:14]=[C:13]([O:15][CH2:16][O:17][CH2:18][CH2:19][Si:20]([CH3:23])([CH3:22])[CH3:21])[C:12]2[C:7](=[C:8]([N:31]3[CH2:32][CH2:33][CH2:34][N:28]([CH3:27])[CH2:29][CH2:30]3)[CH:9]=[C:10]([O:24][CH3:25])[CH:11]=2)[N:6]=1)=[O:4]. The yield is 0.920. (9) The reactants are [CH3:1][O:2][C:3]1[CH:4]=[CH:5][C:6]([N+:12]([O-:14])=[O:13])=[C:7]([CH:11]=1)[C:8]([OH:10])=O.[NH2:15][C:16]1[CH:21]=[CH:20][C:19]([Cl:22])=[CH:18][N:17]=1.N1C=CC=CC=1.P(Cl)(Cl)(Cl)=O. The catalyst is O.C(#N)C. The product is [N+:12]([C:6]1[CH:5]=[CH:4][C:3]([O:2][CH3:1])=[CH:11][C:7]=1[C:8]([NH:15][C:16]1[CH:21]=[CH:20][C:19]([Cl:22])=[CH:18][N:17]=1)=[O:10])([O-:14])=[O:13]. The yield is 0.882. (10) The reactants are Cl[C:2]1[C:7]([C:8]([C:14]2[C:22]3[C:17](=[N:18][CH:19]=[CH:20][CH:21]=3)[NH:16][CH:15]=2)([OH:13])[C:9]([F:12])([F:11])[F:10])=[CH:6][N:5]=[C:4]2[N:23]([C:26]3[CH:31]=[CH:30][CH:29]=[CH:28][CH:27]=3)[N:24]=[CH:25][C:3]=12.C(=O)(O)[O-].[Na+]. The catalyst is C(O)(=O)C.[Zn]. The product is [F:12][C:9]([F:10])([F:11])[C:8]([C:7]1[CH:2]=[C:3]2[CH:25]=[N:24][N:23]([C:26]3[CH:27]=[CH:28][CH:29]=[CH:30][CH:31]=3)[C:4]2=[N:5][CH:6]=1)([C:14]1[C:22]2[C:17](=[N:18][CH:19]=[CH:20][CH:21]=2)[NH:16][CH:15]=1)[OH:13]. The yield is 0.780.